The task is: Predict the product of the given reaction.. This data is from Forward reaction prediction with 1.9M reactions from USPTO patents (1976-2016). Given the reactants [OH:1][C:2]1[CH:11]=[C:10]2[C:5]([C:6]([O:12][C:13]3[CH:14]=[C:15]4[C:19](=[CH:20][CH:21]=3)[NH:18][CH:17]=[C:16]4[CH3:22])=[N:7][CH:8]=[N:9]2)=[CH:4][C:3]=1[O:23][CH3:24].C(=O)([O-])[O-].[K+].[K+].CC1C=CC(S(O[CH2:42][C@@H:43]2[O:45][CH2:44]2)(=O)=O)=CC=1, predict the reaction product. The product is: [CH3:24][O:23][C:3]1[CH:4]=[C:5]2[C:10](=[CH:11][C:2]=1[O:1][CH2:42][C@H:43]1[CH2:44][O:45]1)[N:9]=[CH:8][N:7]=[C:6]2[O:12][C:13]1[CH:14]=[C:15]2[C:19](=[CH:20][CH:21]=1)[NH:18][CH:17]=[C:16]2[CH3:22].